This data is from Forward reaction prediction with 1.9M reactions from USPTO patents (1976-2016). The task is: Predict the product of the given reaction. Given the reactants [CH:1]1([CH:4]([C:10]2[N:15]=[C:14]3[O:16][CH:17]([C:20]4[CH:25]=[CH:24][C:23]([C:26]5[CH:31]=[C:30]([O:32][CH3:33])[CH:29]=[CH:28][C:27]=5[F:34])=[CH:22][CH:21]=4)[CH2:18][CH2:19][C:13]3=[CH:12][CH:11]=2)[CH2:5][C:6]([O:8]C)=[O:7])[CH2:3][CH2:2]1.[Li+].[OH-].[NH4+].[Cl-], predict the reaction product. The product is: [CH:1]1([CH:4]([C:10]2[N:15]=[C:14]3[O:16][CH:17]([C:20]4[CH:25]=[CH:24][C:23]([C:26]5[CH:31]=[C:30]([O:32][CH3:33])[CH:29]=[CH:28][C:27]=5[F:34])=[CH:22][CH:21]=4)[CH2:18][CH2:19][C:13]3=[CH:12][CH:11]=2)[CH2:5][C:6]([OH:8])=[O:7])[CH2:3][CH2:2]1.